Dataset: Forward reaction prediction with 1.9M reactions from USPTO patents (1976-2016). Task: Predict the product of the given reaction. (1) Given the reactants [Br:1][C:2]1[C:3]([F:10])=[C:4]([CH2:8][OH:9])[CH:5]=[CH:6][CH:7]=1, predict the reaction product. The product is: [Br:1][C:2]1[C:3]([F:10])=[C:4]([CH:5]=[CH:6][CH:7]=1)[CH:8]=[O:9]. (2) Given the reactants [C:1]([O:5][C:6]([N:8]([C:22]([O:24][C:25]([CH3:28])([CH3:27])[CH3:26])=[O:23])[C@H:9]([C:17]([O:19][CH2:20][CH3:21])=[O:18])[CH2:10][CH2:11][C:12](OCC)=[O:13])=[O:7])([CH3:4])([CH3:3])[CH3:2].CC(C[Al]CC(C)C)C.O, predict the reaction product. The product is: [C:25]([O:24][C:22]([N:8]([C:6]([O:5][C:1]([CH3:2])([CH3:4])[CH3:3])=[O:7])[C@H:9]([C:17]([O:19][CH2:20][CH3:21])=[O:18])[CH2:10][CH2:11][CH:12]=[O:13])=[O:23])([CH3:28])([CH3:26])[CH3:27]. (3) Given the reactants [NH2:1][C@H:2]([CH2:21][F:22])[C@@H:3]([C:5]1[CH:10]=[CH:9][C:8]([C:11]2[O:15][N:14]=[C:13]([CH2:16][S:17]([CH3:20])(=[O:19])=[O:18])[CH:12]=2)=[CH:7][CH:6]=1)[OH:4].C(N(C(C)C)CC)(C)C.[F:32][CH:33]([F:37])[C:34](Cl)=[O:35].O, predict the reaction product. The product is: [F:32][CH:33]([F:37])[C:34]([NH:1][C@H:2]([CH2:21][F:22])[C@H:3]([OH:4])[C:5]1[CH:10]=[CH:9][C:8]([C:11]2[O:15][N:14]=[C:13]([CH2:16][S:17]([CH3:20])(=[O:18])=[O:19])[CH:12]=2)=[CH:7][CH:6]=1)=[O:35]. (4) Given the reactants [CH2:1]([O:3][C:4]([O:6][C:7]1[CH:15]=[CH:14][C:13]([C:16](=[O:24])[CH2:17][CH2:18][CH2:19][CH2:20][CH2:21][CH2:22][CH3:23])=[CH:12][C:8]=1[C:9](Cl)=[O:10])=[O:5])[CH3:2].[CH:25]1[C:30]([C:31]([O:33][OH:34])=[O:32])=[CH:29][CH:28]=[CH:27][CH:26]=1, predict the reaction product. The product is: [CH2:1]([O:3][C:4]([O:6][C:7]1[CH:15]=[CH:14][C:13]([C:16](=[O:24])[CH2:17][CH2:18][CH2:19][CH2:20][CH2:21][CH2:22][CH3:23])=[CH:12][C:8]=1[C:9]([O:34][O:33][C:31](=[O:32])[C:30]1[CH:25]=[CH:26][CH:27]=[CH:28][CH:29]=1)=[O:10])=[O:5])[CH3:2]. (5) Given the reactants [Br:1][C:2]1[CH:3]=[C:4]([CH:9]=[CH:10][C:11]=1[OH:12])[C:5]([O:7][CH3:8])=[O:6].[Br:13][CH2:14][CH2:15]Br.C([O-])([O-])=O.[K+].[K+].CCOC(C)=O, predict the reaction product. The product is: [Br:1][C:2]1[CH:3]=[C:4]([CH:9]=[CH:10][C:11]=1[O:12][CH2:15][CH2:14][Br:13])[C:5]([O:7][CH3:8])=[O:6]. (6) Given the reactants [CH3:1][CH:2]([CH3:25])[CH:3]([NH:8][C:9]([C:11]1[S:12][C:13]([C:16]2[CH:21]=[CH:20][C:19]([N+:22]([O-])=O)=[CH:18][CH:17]=2)=[CH:14][N:15]=1)=[O:10])[C:4]([O:6][CH3:7])=[O:5].[N:26]([C:29]1[CH:34]=[CH:33][CH:32]=[C:31]([C:35]([F:38])([F:37])[F:36])[CH:30]=1)=[C:27]=[O:28], predict the reaction product. The product is: [CH3:1][CH:2]([CH3:25])[CH:3]([NH:8][C:9]([C:11]1[S:12][C:13]([C:16]2[CH:21]=[CH:20][C:19]([NH:22][C:27]([NH:26][C:29]3[CH:34]=[CH:33][CH:32]=[C:31]([C:35]([F:36])([F:37])[F:38])[CH:30]=3)=[O:28])=[CH:18][CH:17]=2)=[CH:14][N:15]=1)=[O:10])[C:4]([O:6][CH3:7])=[O:5]. (7) Given the reactants [Cl:1][C:2]1[C:3]2[N:4]([C:8]([C@H:11]3[CH2:16][N:15]4[C:17](=[O:21])[O:18][CH:19]([CH3:20])[C@@H:14]4[CH2:13][CH2:12]3)=[N:9][CH:10]=2)[CH:5]=[CH:6][N:7]=1.C1C(=O)N([Br:29])C(=O)C1.C([O-])(O)=O.[Na+], predict the reaction product. The product is: [Br:29][C:10]1[N:9]=[C:8]([C@H:11]2[CH2:16][N:15]3[C:17](=[O:21])[O:18][CH:19]([CH3:20])[C@@H:14]3[CH2:13][CH2:12]2)[N:4]2[CH:5]=[CH:6][N:7]=[C:2]([Cl:1])[C:3]=12.